The task is: Predict the product of the given reaction.. This data is from Forward reaction prediction with 1.9M reactions from USPTO patents (1976-2016). Given the reactants [CH:1]1([N:4]([CH:6]2[C:15]3[C:10](=[CH:11][C:12]([C:16]#[C:17][Si](C)(C)C)=[CH:13][CH:14]=3)[C:9]([CH3:23])([CH3:22])[CH2:8][CH2:7]2)[CH3:5])[CH2:3][CH2:2]1.C(=O)([O-])[O-].[K+].[K+], predict the reaction product. The product is: [CH:1]1([N:4]([CH:6]2[C:15]3[C:10](=[CH:11][C:12]([C:16]#[CH:17])=[CH:13][CH:14]=3)[C:9]([CH3:23])([CH3:22])[CH2:8][CH2:7]2)[CH3:5])[CH2:3][CH2:2]1.